From a dataset of Catalyst prediction with 721,799 reactions and 888 catalyst types from USPTO. Predict which catalyst facilitates the given reaction. (1) Reactant: [N:1]1[CH:6]=[CH:5][CH:4]=[C:3]([C:7]2[CH:11]=[C:10]([C:12]([F:15])([F:14])[F:13])[N:9]([C:16]3[N:21]=[N:20][C:19]([NH2:22])=[CH:18][CH:17]=3)[N:8]=2)[CH:2]=1.CN(C)CCCN=C=NCC.[OH2:34].ON1C2[CH:41]=[CH:42][CH:43]=[CH:44][C:39]=2N=N1.C(N(CC)C(C)C)(C)C.[C:54](=O)(O)[O-:55].[Na+]. Product: [N:1]1[CH:6]=[CH:5][CH:4]=[C:3]([C:7]2[CH:11]=[C:10]([C:12]([F:15])([F:13])[F:14])[N:9]([C:16]3[N:21]=[N:20][C:19]([NH2:22])=[CH:18][CH:17]=3)[N:8]=2)[CH:2]=1.[N:1]1[CH:6]=[CH:5][CH:4]=[C:3]([C:7]2[CH:11]=[C:10]([C:12]([F:15])([F:13])[F:14])[N:9]([C:16]3[N:21]=[N:20][C:19]([NH:22][C:54]([CH:43]4[CH2:42][CH2:41][O:34][CH2:39][CH2:44]4)=[O:55])=[CH:18][CH:17]=3)[N:8]=2)[CH:2]=1. The catalyst class is: 9. (2) Reactant: [F:1][C:2]1[CH:7]=[CH:6][C:5]([N:8]2[C@H:11]([C:12]3[CH:17]=[CH:16][C:15]([O:18]CC4C=CC=CC=4)=[CH:14][CH:13]=3)[C@@H:10]([CH2:26][CH2:27][C@@H:28]([C:30]3[CH:35]=[CH:34][C:33]([F:36])=[CH:32][CH:31]=3)[OH:29])[C:9]2=[O:37])=[CH:4][CH:3]=1.CO. Product: [F:1][C:2]1[CH:3]=[CH:4][C:5]([N:8]2[C@H:11]([C:12]3[CH:13]=[CH:14][C:15]([OH:18])=[CH:16][CH:17]=3)[C@@H:10]([CH2:26][CH2:27][C@@H:28]([C:30]3[CH:31]=[CH:32][C:33]([F:36])=[CH:34][CH:35]=3)[OH:29])[C:9]2=[O:37])=[CH:6][CH:7]=1. The catalyst class is: 386. (3) Reactant: [CH:1]([C:4]1[CH:5]=[C:6]([C:16]#[C:17][Si](C)(C)C)[CH:7]=[CH:8][C:9]=1[CH2:10][O:11][C:12]1([CH3:15])[CH2:14][CH2:13]1)([CH3:3])[CH3:2].C(=O)([O-])[O-].[K+].[K+]. The catalyst class is: 5. Product: [C:16]([C:6]1[CH:7]=[CH:8][C:9]([CH2:10][O:11][C:12]2([CH3:15])[CH2:13][CH2:14]2)=[C:4]([CH:1]([CH3:3])[CH3:2])[CH:5]=1)#[CH:17].